Dataset: Full USPTO retrosynthesis dataset with 1.9M reactions from patents (1976-2016). Task: Predict the reactants needed to synthesize the given product. Given the product [C:25]([C:22]1[CH:23]=[CH:24][C:19](/[CH:18]=[N:17]/[O:16][CH2:15][CH2:14][O:13][C:10]2[CH:11]=[CH:12][C:7]([C:6]([OH:42])=[O:5])=[C:8]([O:29][C:30](=[O:41])[C:31]3[CH:32]=[CH:33][C:34]([C:37]([F:39])([F:40])[F:38])=[CH:35][CH:36]=3)[CH:9]=2)=[CH:20][CH:21]=1)([CH3:28])([CH3:26])[CH3:27], predict the reactants needed to synthesize it. The reactants are: C([O:5][C:6](=[O:42])[C:7]1[CH:12]=[CH:11][C:10]([O:13][CH2:14][CH2:15][O:16]/[N:17]=[CH:18]/[C:19]2[CH:24]=[CH:23][C:22]([C:25]([CH3:28])([CH3:27])[CH3:26])=[CH:21][CH:20]=2)=[CH:9][C:8]=1[O:29][C:30](=[O:41])[C:31]1[CH:36]=[CH:35][C:34]([C:37]([F:40])([F:39])[F:38])=[CH:33][CH:32]=1)(C)(C)C.FC(F)(F)C(O)=O.